The task is: Predict which catalyst facilitates the given reaction.. This data is from Catalyst prediction with 721,799 reactions and 888 catalyst types from USPTO. (1) Reactant: Br[C:2]1[CH:3]=[CH:4][C:5]2[N:6]([C:16]3[CH:21]=[CH:20][CH:19]=[CH:18][CH:17]=3)[C:7]3[C:12]([C:13]=2[CH:14]=1)=[CH:11][C:10](Br)=[CH:9][CH:8]=3.[CH:22]1[C:34]2[NH:33][C:32]3[C:27](=[CH:28][CH:29]=[CH:30][CH:31]=3)[C:26]=2[CH:25]=[CH:24][CH:23]=1.C(O[CH2:39][CH3:40])(=O)C. Product: [CH:4]1[C:5]2[N:6]([C:16]3[CH:21]=[CH:20][C:19]4[N:6]([C:40]5[CH:39]=[CH:12][CH:7]=[CH:8][CH:9]=5)[C:5]5[C:13]([C:18]=4[CH:17]=3)=[CH:14][C:2]([N:33]3[C:32]4[CH:31]=[CH:30][CH:29]=[CH:28][C:27]=4[C:26]4[C:34]3=[CH:22][CH:23]=[CH:24][CH:25]=4)=[CH:3][CH:4]=5)[C:7]3[C:12](=[CH:11][CH:10]=[CH:9][CH:8]=3)[C:13]=2[CH:14]=[CH:2][CH:3]=1. The catalyst class is: 81. (2) Reactant: C(N(CC)C(C)C)(C)C.[Br:10][C:11]1[CH:19]=[CH:18][C:17]([Cl:20])=[CH:16][C:12]=1[C:13](O)=[O:14].[CH3:21][NH:22][O:23][CH3:24].Cl.F[P-](F)(F)(F)(F)F.N1(OC(N(C)C)=[N+](C)C)C2N=CC=CC=2N=N1. Product: [Br:10][C:11]1[CH:19]=[CH:18][C:17]([Cl:20])=[CH:16][C:12]=1[C:13]([N:22]([O:23][CH3:24])[CH3:21])=[O:14]. The catalyst class is: 35. (3) Reactant: [CH3:1][N:2]1[C:6](=[O:7])[CH:5]=[CH:4][C:3]1=[O:8].[C:9]([O:13][C:14]([CH:16]1[CH2:21][CH:20]2[CH2:22][CH:17]1[CH:18]=[CH:19]2)=[O:15])([CH3:12])([CH3:11])[CH3:10].CC(N=NC(C#N)(C)C)(C#N)C. Product: [CH3:1][N:2]1[C:6](=[O:7])[CH:5]=[CH:4][C:3]1=[O:8].[C:9]([O:13][C:14]([CH:16]1[CH2:21][CH:20]2[CH2:22][CH:17]1[CH:18]=[CH:19]2)=[O:15])([CH3:12])([CH3:10])[CH3:11]. The catalyst class is: 7. (4) Reactant: [CH3:1][O:2][C:3](=[O:29])[CH2:4][C:5]1[N:6]=[CH:7][N:8]([C:10]([C:23]2[CH:28]=[CH:27][CH:26]=[CH:25][CH:24]=2)([C:17]2[CH:22]=[CH:21][CH:20]=[CH:19][CH:18]=2)[C:11]2[CH:16]=[CH:15][CH:14]=[CH:13][CH:12]=2)[CH:9]=1.C[Si]([N-][Si](C)(C)C)(C)C.[Li+].C([C:42]([O:44][CH3:45])=[O:43])#N.[NH4+].[Cl-]. Product: [C:10]([N:8]1[CH:9]=[C:5]([CH:4]([C:42]([O:44][CH3:45])=[O:43])[C:3]([O:2][CH3:1])=[O:29])[N:6]=[CH:7]1)([C:11]1[CH:16]=[CH:15][CH:14]=[CH:13][CH:12]=1)([C:23]1[CH:28]=[CH:27][CH:26]=[CH:25][CH:24]=1)[C:17]1[CH:18]=[CH:19][CH:20]=[CH:21][CH:22]=1. The catalyst class is: 1. (5) Reactant: O=[C:2]1[C:11]2[C:6](=[CH:7][CH:8]=[CH:9][CH:10]=2)[O:5][CH:4]([C:12]2[CH:22]=[CH:21][C:15]([C:16]([O:18][CH2:19][CH3:20])=[O:17])=[CH:14][N:13]=2)[CH2:3]1.Cl.[CH2:24]([O:26][NH2:27])[CH3:25].C([O-])(=O)C.[K+]. Product: [CH2:24]([O:26][N:27]=[C:2]1[C:11]2[C:6](=[CH:7][CH:8]=[CH:9][CH:10]=2)[O:5][CH:4]([C:12]2[CH:22]=[CH:21][C:15]([C:16]([O:18][CH2:19][CH3:20])=[O:17])=[CH:14][N:13]=2)[CH2:3]1)[CH3:25]. The catalyst class is: 8. (6) Reactant: [C:1](Cl)(=[O:3])[CH3:2].[CH3:5][N:6]1[C:11](=[O:12])[CH:10]=[C:9]([C:13]2[CH2:14][CH2:15][NH:16][CH2:17][CH:18]=2)[C:8]([C:19]2[CH:24]=[CH:23][CH:22]=[CH:21][C:20]=2[O:25][C:26]2[CH:31]=[CH:30][CH:29]=[CH:28][CH:27]=2)=[N:7]1.C(N(CC)CC)C. Product: [C:1]([N:16]1[CH2:17][CH:18]=[C:13]([C:9]2[C:8]([C:19]3[CH:24]=[CH:23][CH:22]=[CH:21][C:20]=3[O:25][C:26]3[CH:31]=[CH:30][CH:29]=[CH:28][CH:27]=3)=[N:7][N:6]([CH3:5])[C:11](=[O:12])[CH:10]=2)[CH2:14][CH2:15]1)(=[O:3])[CH3:2]. The catalyst class is: 54. (7) Reactant: [F:1][C:2]1[CH:3]=[C:4]([CH2:9][C:10]([NH:12][C@H:13]([C:15]([OH:17])=O)[CH3:14])=[O:11])[CH:5]=[C:6]([F:8])[CH:7]=1.Cl.[NH2:19][CH:20]([C:26]1[CH:31]=[CH:30][CH:29]=[CH:28][N:27]=1)[C:21]([O:23][CH2:24][CH3:25])=[O:22]. The catalyst class is: 147. Product: [F:8][C:6]1[CH:5]=[C:4]([CH2:9][C:10]([NH:12][C@H:13]([C:15]([NH:19][CH:20]([C:26]2[CH:31]=[CH:30][CH:29]=[CH:28][N:27]=2)[C:21]([O:23][CH2:24][CH3:25])=[O:22])=[O:17])[CH3:14])=[O:11])[CH:3]=[C:2]([F:1])[CH:7]=1. (8) Reactant: [NH2:1][C:2]1[CH:3]=[C:4]([C:8]2[S:30][C:11]3=[N:12][C:13]([N:17]4[CH2:22][CH2:21][N:20](C(OC(C)(C)C)=O)[CH2:19][CH2:18]4)=[CH:14][C:15](=[O:16])[N:10]3[N:9]=2)[CH:5]=[N:6][CH:7]=1.CC(OC([NH:38][CH2:39][C:40](O)=[O:41])=O)(C)C.CN(C(ON1N=NC2C=CC=NC1=2)=[N+](C)C)C.F[P-](F)(F)(F)(F)F.CCN(C(C)C)C(C)C. Product: [NH2:38][CH2:39][C:40]([NH:1][C:2]1[CH:7]=[N:6][CH:5]=[C:4]([C:8]2[S:30][C:11]3=[N:12][C:13]([N:17]4[CH2:18][CH2:19][NH:20][CH2:21][CH2:22]4)=[CH:14][C:15](=[O:16])[N:10]3[N:9]=2)[CH:3]=1)=[O:41]. The catalyst class is: 31.